Predict the reaction yield, written as a fraction of the theoretical maximum amount of product (1.0 means a 100% yield; for example, 0.34 means a 34% yield). From a dataset of Reaction yield outcomes from USPTO patents with 853,638 reactions. (1) The reactants are C(N1C=CN=C1)(N1C=CN=C1)=O.[CH2:13]([O:20][C:21]1[CH:29]=[C:28]([O:30][CH2:31][C:32]2[CH:37]=[CH:36][CH:35]=[CH:34][CH:33]=2)[C:27]([C:38]([CH3:40])=[CH2:39])=[CH:26][C:22]=1[C:23](O)=[O:24])[C:14]1[CH:19]=[CH:18][CH:17]=[CH:16][CH:15]=1.[CH3:41][N:42]1[CH2:47][CH2:46][N:45]([CH2:48][C:49]2[CH:50]=[C:51]3[C:55](=[CH:56][CH:57]=2)[CH2:54][NH:53][CH2:52]3)[CH2:44][CH2:43]1. The catalyst is CN(C=O)C. The product is [CH2:13]([O:20][C:21]1[CH:29]=[C:28]([O:30][CH2:31][C:32]2[CH:33]=[CH:34][CH:35]=[CH:36][CH:37]=2)[C:27]([C:38]([CH3:40])=[CH2:39])=[CH:26][C:22]=1[C:23]([N:53]1[CH2:52][C:51]2[C:55](=[CH:56][CH:57]=[C:49]([CH2:48][N:45]3[CH2:46][CH2:47][N:42]([CH3:41])[CH2:43][CH2:44]3)[CH:50]=2)[CH2:54]1)=[O:24])[C:14]1[CH:15]=[CH:16][CH:17]=[CH:18][CH:19]=1. The yield is 0.770. (2) The reactants are CB1OB(C)OB(C)O1.[NH2:10][C:11]1[C:20](I)=[CH:19][C:18]([Br:22])=[CH:17][C:12]=1[C:13]([O:15][CH3:16])=[O:14].Cl[CH2:24]Cl.C(=O)([O-])[O-].[Cs+].[Cs+]. The catalyst is O1CCOCC1.C1C=CC(P(C2C=CC=CC=2)[C-]2C=CC=C2)=CC=1.C1C=CC(P(C2C=CC=CC=2)[C-]2C=CC=C2)=CC=1.Cl[Pd]Cl.[Fe+2]. The product is [NH2:10][C:11]1[C:20]([CH3:24])=[CH:19][C:18]([Br:22])=[CH:17][C:12]=1[C:13]([O:15][CH3:16])=[O:14]. The yield is 0.550. (3) The reactants are [H-].[Na+].[I-].[CH3:4][S+](C)(C)=O.[CH2:9]([O:16][CH2:17][C@H:18]([CH:31]([CH3:33])[CH3:32])[CH2:19][C@H:20]([NH:23][C:24](=[O:30])[O:25][C:26]([CH3:29])([CH3:28])[CH3:27])[CH:21]=[O:22])[C:10]1[CH:15]=[CH:14][CH:13]=[CH:12][CH:11]=1. The catalyst is C1COCC1. The product is [CH2:9]([O:16][CH2:17][C@H:18]([CH:31]([CH3:33])[CH3:32])[CH2:19][C@H:20]([NH:23][C:24](=[O:30])[O:25][C:26]([CH3:27])([CH3:28])[CH3:29])[C@@H:21]1[CH2:4][O:22]1)[C:10]1[CH:11]=[CH:12][CH:13]=[CH:14][CH:15]=1. The yield is 0.500. (4) The reactants are Br.Br[CH:3]([C:13]1[CH:18]=[CH:17][N:16]=[C:15]([F:19])[CH:14]=1)[C:4]([C:6]1[CH:11]=[CH:10][CH:9]=[C:8]([CH3:12])[CH:7]=1)=O.FC1C=C(CC(C2C=CC=C(C)C=2)=O)C=CN=1.C(OC(NC1C=C(CC(C2C=CC=C(C)C=2)=O)C=CN=1)=O)(C)(C)C.[NH2:61][C:62]([NH2:64])=[S:63].C(N(CC)CC)C.C(=O)([O-])O.[Na+]. The catalyst is C(#N)C. The product is [F:19][C:15]1[CH:14]=[C:13]([C:3]2[S:63][C:62]([NH2:64])=[N:61][C:4]=2[C:6]2[CH:11]=[CH:10][CH:9]=[C:8]([CH3:12])[CH:7]=2)[CH:18]=[CH:17][N:16]=1. The yield is 0.350. (5) The reactants are C(Cl)(Cl)[Cl:2].C1(P(C2C=CC=CC=2)C2C=CC=CC=2)C=CC=CC=1.[F:24][C:25]1[CH:30]=[CH:29][C:28]([NH:31][C:32]2[N:33]([CH3:54])[C:34]3[C:43]4[C:42](=[O:44])[NH:41][C:40]([CH:45](OC(=O)C)[CH:46]=[CH2:47])=[C:39]([CH3:52])[C:38]=4[CH:37]=[CH:36][C:35]=3[N:53]=2)=[C:27]([CH3:55])[CH:26]=1.[C:56]1([P:62]2(=[O:68])[CH2:67][CH2:66][NH:65][CH2:64][CH2:63]2)[CH:61]=[CH:60][CH:59]=[CH:58][CH:57]=1. The catalyst is CO.C1C=CC(/C=C/C(/C=C/C2C=CC=CC=2)=O)=CC=1.C1C=CC(/C=C/C(/C=C/C2C=CC=CC=2)=O)=CC=1.C1C=CC(/C=C/C(/C=C/C2C=CC=CC=2)=O)=CC=1.[Pd].[Pd].C(OCC)C.C1COCC1. The product is [ClH:2].[F:24][C:25]1[CH:30]=[CH:29][C:28]([NH:31][C:32]2[N:33]([CH3:54])[C:34]3[C:43]4[C:42](=[O:44])[NH:41][C:40]([CH:45]=[CH:46][CH2:47][N:65]5[CH2:64][CH2:63][P:62](=[O:68])([C:56]6[CH:61]=[CH:60][CH:59]=[CH:58][CH:57]=6)[CH2:67][CH2:66]5)=[C:39]([CH3:52])[C:38]=4[CH:37]=[CH:36][C:35]=3[N:53]=2)=[C:27]([CH3:55])[CH:26]=1. The yield is 0.520. (6) The reactants are CN(C(ON1N=NC2C=CC=NC1=2)=[N+](C)C)C.F[P-](F)(F)(F)(F)F.Cl.[NH2:26][C@@H:27]([CH:52]([CH3:54])[CH3:53])[C:28]([N:30]1[CH2:34][C@H:33]([OH:35])[CH2:32][C@H:31]1[C:36]([NH:38][CH2:39][C:40]1[CH:45]=[CH:44][C:43]([C:46]2[S:50][CH:49]=[N:48][C:47]=2[CH3:51])=[CH:42][CH:41]=1)=[O:37])=[O:29].[C:55]1(/[C:61](/[C:71]2[CH:94]=[CH:93][C:74]([O:75][CH2:76][CH2:77][N:78]([CH3:92])[CH2:79][CH2:80][O:81][CH2:82][CH2:83][O:84][CH2:85][CH2:86][O:87][CH2:88][C:89](O)=[O:90])=[CH:73][CH:72]=2)=[C:62](/[C:65]2[CH:70]=[CH:69][CH:68]=[CH:67][CH:66]=2)\[CH2:63][CH3:64])[CH:60]=[CH:59][CH:58]=[CH:57][CH:56]=1.CCN(C(C)C)C(C)C. The catalyst is CN(C=O)C. The product is [C:55]1(/[C:61](/[C:71]2[CH:94]=[CH:93][C:74]([O:75][CH2:76][CH2:77][N:78]([CH3:92])[CH2:79][CH2:80][O:81][CH2:82][CH2:83][O:84][CH2:85][CH2:86][O:87][CH2:88][C:89](=[O:90])[NH:26][C@@H:27]([CH:52]([CH3:54])[CH3:53])[C:28]([N:30]3[CH2:34][C@H:33]([OH:35])[CH2:32][C@H:31]3[C:36]([NH:38][CH2:39][C:40]3[CH:45]=[CH:44][C:43]([C:46]4[S:50][CH:49]=[N:48][C:47]=4[CH3:51])=[CH:42][CH:41]=3)=[O:37])=[O:29])=[CH:73][CH:72]=2)=[C:62](/[C:65]2[CH:70]=[CH:69][CH:68]=[CH:67][CH:66]=2)\[CH2:63][CH3:64])[CH:60]=[CH:59][CH:58]=[CH:57][CH:56]=1. The yield is 0.770.